Dataset: Peptide-MHC class II binding affinity with 134,281 pairs from IEDB. Task: Regression. Given a peptide amino acid sequence and an MHC pseudo amino acid sequence, predict their binding affinity value. This is MHC class II binding data. (1) The peptide sequence is KFKVAATAANAAPAN. The MHC is HLA-DPA10103-DPB10301 with pseudo-sequence HLA-DPA10103-DPB10301. The binding affinity (normalized) is 0.568. (2) The peptide sequence is LIAIHTLAIRYANRT. The MHC is DRB1_1501 with pseudo-sequence DRB1_1501. The binding affinity (normalized) is 0.623. (3) The peptide sequence is LVKPGAGIMIFDPYG. The MHC is DRB1_0901 with pseudo-sequence DRB1_0901. The binding affinity (normalized) is 0.569. (4) The peptide sequence is LGQQQPFPPQQPYPQPQ. The MHC is HLA-DQA10102-DQB10602 with pseudo-sequence HLA-DQA10102-DQB10602. The binding affinity (normalized) is 0.0538. (5) The peptide sequence is ALSINELSNLAKGEK. The MHC is DRB1_0101 with pseudo-sequence DRB1_0101. The binding affinity (normalized) is 0.393.